From a dataset of Forward reaction prediction with 1.9M reactions from USPTO patents (1976-2016). Predict the product of the given reaction. The product is: [Cl:1][C:2]1[N:7]([CH2:15][C:16]2[CH:21]=[CH:20][CH:19]=[CH:18][C:17]=2[C:22]#[N:23])[C:6](=[O:8])[NH:5][C:4](=[O:9])[CH:3]=1. Given the reactants [Cl:1][C:2]1[NH:7][C:6](=[O:8])[NH:5][C:4](=[O:9])[CH:3]=1.[H-].[Na+].[Br-].[Li+].Br[CH2:15][C:16]1[C:17]([C:22]#[N:23])=[CH:18][CH:19]=[CH:20][CH:21]=1.[H-].[Li+].[Li+].[I-], predict the reaction product.